From a dataset of NCI-60 drug combinations with 297,098 pairs across 59 cell lines. Regression. Given two drug SMILES strings and cell line genomic features, predict the synergy score measuring deviation from expected non-interaction effect. (1) Drug 1: C(CN)CNCCSP(=O)(O)O. Drug 2: C1C(C(OC1N2C=NC3=C2NC=NCC3O)CO)O. Cell line: HCT-15. Synergy scores: CSS=-10.1, Synergy_ZIP=3.17, Synergy_Bliss=3.43, Synergy_Loewe=-6.63, Synergy_HSA=-5.02. (2) Synergy scores: CSS=41.5, Synergy_ZIP=3.01, Synergy_Bliss=2.04, Synergy_Loewe=-23.5, Synergy_HSA=1.84. Drug 2: CCCCCOC(=O)NC1=NC(=O)N(C=C1F)C2C(C(C(O2)C)O)O. Drug 1: C1=CC(=CC=C1CCC2=CNC3=C2C(=O)NC(=N3)N)C(=O)NC(CCC(=O)O)C(=O)O. Cell line: SF-539. (3) Drug 1: CCC(=C(C1=CC=CC=C1)C2=CC=C(C=C2)OCCN(C)C)C3=CC=CC=C3.C(C(=O)O)C(CC(=O)O)(C(=O)O)O. Drug 2: CS(=O)(=O)CCNCC1=CC=C(O1)C2=CC3=C(C=C2)N=CN=C3NC4=CC(=C(C=C4)OCC5=CC(=CC=C5)F)Cl. Cell line: UACC-257. Synergy scores: CSS=2.78, Synergy_ZIP=0.676, Synergy_Bliss=0.472, Synergy_Loewe=-2.28, Synergy_HSA=-3.19. (4) Drug 1: CCCS(=O)(=O)NC1=C(C(=C(C=C1)F)C(=O)C2=CNC3=C2C=C(C=N3)C4=CC=C(C=C4)Cl)F. Drug 2: CCCCC(=O)OCC(=O)C1(CC(C2=C(C1)C(=C3C(=C2O)C(=O)C4=C(C3=O)C=CC=C4OC)O)OC5CC(C(C(O5)C)O)NC(=O)C(F)(F)F)O. Cell line: K-562. Synergy scores: CSS=2.37, Synergy_ZIP=1.75, Synergy_Bliss=-0.498, Synergy_Loewe=-5.23, Synergy_HSA=-2.96. (5) Drug 1: CS(=O)(=O)C1=CC(=C(C=C1)C(=O)NC2=CC(=C(C=C2)Cl)C3=CC=CC=N3)Cl. Drug 2: CCCCC(=O)OCC(=O)C1(CC(C2=C(C1)C(=C3C(=C2O)C(=O)C4=C(C3=O)C=CC=C4OC)O)OC5CC(C(C(O5)C)O)NC(=O)C(F)(F)F)O. Cell line: SF-295. Synergy scores: CSS=8.53, Synergy_ZIP=-1.86, Synergy_Bliss=1.43, Synergy_Loewe=3.01, Synergy_HSA=2.27. (6) Drug 1: C(CC(=O)O)C(=O)CN.Cl. Drug 2: C(CCl)NC(=O)N(CCCl)N=O. Cell line: OVCAR-8. Synergy scores: CSS=1.41, Synergy_ZIP=-0.840, Synergy_Bliss=-0.245, Synergy_Loewe=-4.13, Synergy_HSA=-1.09. (7) Drug 1: CN(C)N=NC1=C(NC=N1)C(=O)N. Drug 2: C1=NC2=C(N1)C(=S)N=CN2. Cell line: 786-0. Synergy scores: CSS=0.457, Synergy_ZIP=-14.1, Synergy_Bliss=-29.6, Synergy_Loewe=-64.7, Synergy_HSA=-30.4. (8) Drug 1: CC(C1=C(C=CC(=C1Cl)F)Cl)OC2=C(N=CC(=C2)C3=CN(N=C3)C4CCNCC4)N. Drug 2: N.N.Cl[Pt+2]Cl. Cell line: SN12C. Synergy scores: CSS=4.75, Synergy_ZIP=-1.28, Synergy_Bliss=-2.35, Synergy_Loewe=-8.41, Synergy_HSA=-2.30. (9) Drug 1: C1=CN(C(=O)N=C1N)C2C(C(C(O2)CO)O)O.Cl. Drug 2: CN1C(=O)N2C=NC(=C2N=N1)C(=O)N. Cell line: M14. Synergy scores: CSS=44.5, Synergy_ZIP=-1.16, Synergy_Bliss=-3.41, Synergy_Loewe=-46.5, Synergy_HSA=-4.48.